From a dataset of Full USPTO retrosynthesis dataset with 1.9M reactions from patents (1976-2016). Predict the reactants needed to synthesize the given product. (1) Given the product [NH2:25][C:13]1[N:12]=[C:11]([NH:1][CH2:2][CH2:3][N:4]2[CH2:8][CH2:7][NH:6][C:5]2=[O:9])[CH:16]=[C:15]([C:17]2[CH:22]=[CH:21][CH:20]=[C:19]([CH3:23])[C:18]=2[CH3:24])[N:14]=1, predict the reactants needed to synthesize it. The reactants are: [NH2:1][CH2:2][CH2:3][N:4]1[CH2:8][CH2:7][NH:6][C:5]1=[O:9].Cl[C:11]1[CH:16]=[C:15]([C:17]2[CH:22]=[CH:21][CH:20]=[C:19]([CH3:23])[C:18]=2[CH3:24])[N:14]=[C:13]([NH2:25])[N:12]=1. (2) Given the product [CH:1]1([C:4]#[C:5][C:6]2[CH:11]=[N:10][C:9]([N:12]3[CH2:13][CH2:14][N:15]([C:18]4[N:23]=[CH:22][N:21]=[C:20]([NH:24][C:25]5[CH:26]=[N:27][N:28]([CH2:30][C@H:31]6[O:36][CH2:35][CH2:34][NH:33][CH2:32]6)[CH:29]=5)[N:19]=4)[CH2:16][CH2:17]3)=[N:8][CH:7]=2)[CH2:3][CH2:2]1, predict the reactants needed to synthesize it. The reactants are: [CH:1]1([C:4]#[C:5][C:6]2[CH:7]=[N:8][C:9]([N:12]3[CH2:17][CH2:16][N:15]([C:18]4[N:23]=[CH:22][N:21]=[C:20]([NH:24][C:25]5[CH:26]=[N:27][N:28]([CH2:30][C@H:31]6[O:36][CH2:35][CH2:34][N:33](C(OC(C)(C)C)=O)[CH2:32]6)[CH:29]=5)[N:19]=4)[CH2:14][CH2:13]3)=[N:10][CH:11]=2)[CH2:3][CH2:2]1.FC(F)(F)C(O)=O.